Dataset: Catalyst prediction with 721,799 reactions and 888 catalyst types from USPTO. Task: Predict which catalyst facilitates the given reaction. (1) Reactant: [C:1]([O:5][C:6](=[O:42])[CH2:7][N:8]([C:35]([O:37][C:38]([CH3:41])([CH3:40])[CH3:39])=[O:36])[C:9]1[CH:14]=[CH:13][CH:12]=[C:11]([CH:15]([CH2:26][C:27]2[CH:32]=[CH:31][C:30]([NH:33][CH3:34])=[CH:29][CH:28]=2)[NH:16][S:17]([C:20]2[CH:21]=[N:22][CH:23]=[CH:24][CH:25]=2)(=[O:19])=[O:18])[N:10]=1)([CH3:4])([CH3:3])[CH3:2].C(N(CC)CC)C.[C:50](Cl)(=[O:54])[CH2:51][CH2:52][CH3:53].C(=O)([O-])O.[Na+]. Product: [C:38]([O:37][C:35]([N:8]([CH2:7][C:6]([O:5][C:1]([CH3:3])([CH3:4])[CH3:2])=[O:42])[C:9]1[CH:14]=[CH:13][CH:12]=[C:11]([CH:15]([CH2:26][C:27]2[CH:32]=[CH:31][C:30]([N:33]([C:50](=[O:54])[CH2:51][CH2:52][CH3:53])[CH3:34])=[CH:29][CH:28]=2)[NH:16][S:17]([C:20]2[CH:21]=[N:22][CH:23]=[CH:24][CH:25]=2)(=[O:19])=[O:18])[N:10]=1)=[O:36])([CH3:41])([CH3:40])[CH3:39]. The catalyst class is: 232. (2) Reactant: [CH2:1]([C:3]([C:21]1[CH:26]=[CH:25][C:24]([CH2:27][CH2:28][CH:29]([O:40]C(=O)C)[C:30]([CH3:39])([C:35]([F:38])([F:37])[F:36])[C:31]([F:34])([F:33])[F:32])=[C:23]([CH3:44])[CH:22]=1)([C:6]1[CH:11]=[CH:10][C:9]([O:12][CH2:13][C@H:14]2[CH2:18][CH2:17][C:16](=[O:19])[O:15]2)=[C:8]([CH3:20])[CH:7]=1)[CH2:4][CH3:5])[CH3:2].C[OH:46]. Product: [CH2:4]([C:3]([C:6]1[CH:11]=[CH:10][C:9]([O:12][CH2:13][C@H:14]([OH:46])[CH2:18][CH2:17][C:16]([OH:15])=[O:19])=[C:8]([CH3:20])[CH:7]=1)([C:21]1[CH:26]=[CH:25][C:24]([CH2:27][CH2:28][CH:29]([OH:40])[C:30]([CH3:39])([C:35]([F:38])([F:37])[F:36])[C:31]([F:34])([F:32])[F:33])=[C:23]([CH3:44])[CH:22]=1)[CH2:1][CH3:2])[CH3:5]. The catalyst class is: 464. (3) Reactant: [CH3:1][O:2][C:3](=[O:16])[CH2:4][C:5]1[C:9]2[C:10]([Cl:15])=[CH:11][C:12]([OH:14])=[CH:13][C:8]=2[S:7][CH:6]=1.[CH3:17][C:18]1[C:23]([CH2:24]O)=[CH:22][CH:21]=[C:20]([CH3:26])[N:19]=1.C(P(CCCC)CCCC)CCC.C1CCN(C(N=NC(N2CCCCC2)=O)=O)CC1. Product: [CH3:1][O:2][C:3](=[O:16])[CH2:4][C:5]1[C:9]2[C:10]([Cl:15])=[CH:11][C:12]([O:14][CH2:24][C:23]3[C:18]([CH3:17])=[N:19][C:20]([CH3:26])=[CH:21][CH:22]=3)=[CH:13][C:8]=2[S:7][CH:6]=1. The catalyst class is: 1. (4) Reactant: I[C:2]1[CH:3]=[N:4][N:5]([CH:7]2[CH2:12][CH2:11][CH2:10][CH2:9][O:8]2)[CH:6]=1.CN(C)CCN(C)C.C([Li])(C)(C)C.[F:26][C:27]1([F:34])[CH2:32][CH2:31][C:30](=[O:33])[CH2:29][CH2:28]1. Product: [F:26][C:27]1([F:34])[CH2:32][CH2:31][C:30]([C:2]2[CH:3]=[N:4][N:5]([CH:7]3[CH2:12][CH2:11][CH2:10][CH2:9][O:8]3)[CH:6]=2)([OH:33])[CH2:29][CH2:28]1. The catalyst class is: 1.